This data is from Forward reaction prediction with 1.9M reactions from USPTO patents (1976-2016). The task is: Predict the product of the given reaction. Given the reactants [NH2:1][C@@H:2]([CH2:5][CH3:6])[CH2:3][OH:4].[H-].[Na+].[NH2:9][C:10]1[CH:17]=[CH:16][CH:15]=[C:14](F)[C:11]=1[C:12]#[N:13], predict the reaction product. The product is: [NH2:9][C:10]1[CH:17]=[CH:16][CH:15]=[C:14]([O:4][CH2:3][C@@H:2]([NH2:1])[CH2:5][CH3:6])[C:11]=1[C:12]#[N:13].